From a dataset of Forward reaction prediction with 1.9M reactions from USPTO patents (1976-2016). Predict the product of the given reaction. (1) The product is: [C:16]([C:10]1[CH:9]=[C:8]([CH:15]=[C:12]([C:13]#[N:14])[CH:11]=1)[O:7][C:21]1[CH:22]=[CH:23][N:24]=[C:19]([O:4][C:1]2[CH:9]=[C:10]([C:16]#[N:17])[CH:11]=[C:12]([CH:15]=2)[C:13]#[N:14])[N:20]=1)#[N:17]. Given the reactants [C:1](=[O:4])([O-])[O-].[K+].[K+].[OH:7][C:8]1[CH:9]=[C:10]([C:16]#[N:17])[CH:11]=[C:12]([CH:15]=1)[C:13]#[N:14].Cl[C:19]1[N:24]=[C:23](Cl)[CH:22]=[CH:21][N:20]=1, predict the reaction product. (2) Given the reactants [Br:1]Br.[CH3:3][N:4]1[CH:13]=[CH:12][C:11]2[C:6](=[CH:7][CH:8]=[C:9]([N:14]3[CH:18]=[C:17]([CH3:19])[CH:16]=[N:15]3)[CH:10]=2)[C:5]1=[O:20], predict the reaction product. The product is: [Br:1][C:12]1[C:11]2[C:6](=[CH:7][CH:8]=[C:9]([N:14]3[CH:18]=[C:17]([CH3:19])[CH:16]=[N:15]3)[CH:10]=2)[C:5](=[O:20])[N:4]([CH3:3])[CH:13]=1. (3) Given the reactants Br[C:2]1[CH:3]=[C:4]([CH:7]=[CH:8][C:9]=1[CH:10]1[N:15]2[CH:16]=[N:17][CH:18]=[C:14]2[CH2:13][CH2:12][CH2:11]1)[C:5]#[N:6].[CH2:19]1[CH2:21][CH2:20]1, predict the reaction product. The product is: [CH:19]1([C:2]2[CH:3]=[C:4]([CH:7]=[CH:8][C:9]=2[CH:10]2[N:15]3[CH:16]=[N:17][CH:18]=[C:14]3[CH2:13][CH2:12][CH2:11]2)[C:5]#[N:6])[CH2:21][CH2:20]1. (4) The product is: [NH2:54][C:55]1[C:86]([C:87]([F:89])([F:88])[F:90])=[CH:85][C:58]([CH2:59][C@@H:60]([CH2:64][C:65](=[O:84])[N:66]2[CH2:67][CH2:68][CH:69]([N:72]3[CH2:78][CH2:77][C:76]4[CH:79]=[CH:80][CH:81]=[CH:82][C:75]=4[NH:74][C:73]3=[O:83])[CH2:70][CH2:71]2)[C:61]([N:32]2[CH2:37][CH2:36][CH:35]([N:38]3[CH2:39][CH2:40][N:41]([C:44]([O:46][CH2:47][C:48]4[CH:53]=[CH:52][CH:51]=[CH:50][CH:49]=4)=[O:45])[CH2:42][CH2:43]3)[CH2:34][CH2:33]2)=[O:62])=[CH:57][C:56]=1[Cl:91]. Given the reactants CN(C(ON1N=NC2C=CC=CC1=2)=[N+](C)C)C.[B-](F)(F)(F)F.C(N(C(C)C)C(C)C)C.[NH:32]1[CH2:37][CH2:36][CH:35]([N:38]2[CH2:43][CH2:42][N:41]([C:44]([O:46][CH2:47][C:48]3[CH:53]=[CH:52][CH:51]=[CH:50][CH:49]=3)=[O:45])[CH2:40][CH2:39]2)[CH2:34][CH2:33]1.[NH2:54][C:55]1[C:86]([C:87]([F:90])([F:89])[F:88])=[CH:85][C:58]([CH2:59][C@@H:60]([CH2:64][C:65](=[O:84])[N:66]2[CH2:71][CH2:70][CH:69]([N:72]3[CH2:78][CH2:77][C:76]4[CH:79]=[CH:80][CH:81]=[CH:82][C:75]=4[NH:74][C:73]3=[O:83])[CH2:68][CH2:67]2)[C:61](O)=[O:62])=[CH:57][C:56]=1[Cl:91].C([O-])([O-])=O.[K+].[K+], predict the reaction product. (5) Given the reactants [NH2:1][C:2](=[S:22])[NH:3][C:4]([C:6]1[N:7]([CH2:15][CH2:16][C:17]([O:19][CH2:20][CH3:21])=[O:18])[C:8]2[C:13]([CH:14]=1)=[CH:12][CH:11]=[CH:10][CH:9]=2)=[O:5].Br[CH:24]([CH2:38][CH2:39][CH2:40][CH2:41][CH2:42][CH2:43][CH2:44][CH3:45])[C:25]([C:27]1[CH:32]=[C:31]([O:33][CH3:34])[C:30]([Cl:35])=[CH:29][C:28]=1[O:36][CH3:37])=O, predict the reaction product. The product is: [CH2:20]([O:19][C:17](=[O:18])[CH2:16][CH2:15][N:7]1[C:8]2[C:13](=[CH:12][CH:11]=[CH:10][CH:9]=2)[CH:14]=[C:6]1[C:4]([NH:3][C:2]1[S:22][C:24]([CH2:38][CH2:39][CH2:40][CH2:41][CH2:42][CH2:43][CH2:44][CH3:45])=[C:25]([C:27]2[CH:32]=[C:31]([O:33][CH3:34])[C:30]([Cl:35])=[CH:29][C:28]=2[O:36][CH3:37])[N:1]=1)=[O:5])[CH3:21]. (6) Given the reactants [C:1]([O:5][C:6](=[O:20])[NH:7][C:8]1[CH:13]=[C:12]([CH3:14])[C:11]([C:15]([F:18])([F:17])[F:16])=[CH:10][C:9]=1[NH2:19])([CH3:4])([CH3:3])[CH3:2].C([O:25][C:26](=O)[CH2:27][C:28]([C:30]1[CH:35]=[CH:34][CH:33]=[C:32]([C:36]2[CH:41]=[C:40]([CH3:42])[N:39]=[C:38]([CH2:43][CH3:44])[CH:37]=2)[CH:31]=1)=[O:29])(C)(C)C, predict the reaction product. The product is: [C:1]([O:5][C:6](=[O:20])[NH:7][C:8]1[CH:13]=[C:12]([CH3:14])[C:11]([C:15]([F:18])([F:17])[F:16])=[CH:10][C:9]=1[NH:19][C:26](=[O:25])[CH2:27][C:28]([C:30]1[CH:35]=[CH:34][CH:33]=[C:32]([C:36]2[CH:41]=[C:40]([CH3:42])[N:39]=[C:38]([CH2:43][CH3:44])[CH:37]=2)[CH:31]=1)=[O:29])([CH3:4])([CH3:2])[CH3:3]. (7) Given the reactants [N:1]1([C:7]2[CH:8]=[CH:9][C:10]3[N:11]([C:13]([C:16]([F:19])([F:18])[F:17])=[N:14][N:15]=3)[N:12]=2)[CH2:6][CH2:5][NH:4][CH2:3][CH2:2]1.[F:20][C:21]1([F:32])[O:25][C:24]2[CH:26]=[CH:27][C:28]([CH:30]=O)=[CH:29][C:23]=2[O:22]1, predict the reaction product. The product is: [F:32][C:21]1([F:20])[O:25][C:24]2[CH:26]=[CH:27][C:28]([CH2:30][N:4]3[CH2:3][CH2:2][N:1]([C:7]4[CH:8]=[CH:9][C:10]5[N:11]([C:13]([C:16]([F:17])([F:18])[F:19])=[N:14][N:15]=5)[N:12]=4)[CH2:6][CH2:5]3)=[CH:29][C:23]=2[O:22]1.